From a dataset of Forward reaction prediction with 1.9M reactions from USPTO patents (1976-2016). Predict the product of the given reaction. (1) Given the reactants [OH:1][C:2]1[C:3]([C:14]([OH:16])=[O:15])=[CH:4][C:5]2[C:10]([CH:11]=1)=[CH:9][CH:8]=[C:7]([O:12][CH3:13])[CH:6]=2.[CH2:17](Br)[C:18]1[CH:23]=[CH:22][CH:21]=[CH:20][CH:19]=1.C(=O)([O-])[O-].[K+].[K+].O, predict the reaction product. The product is: [CH2:17]([O:15][C:14]([C:3]1[C:2]([O:1][CH2:14][C:3]2[CH:4]=[CH:5][CH:10]=[CH:11][CH:2]=2)=[CH:11][C:10]2[C:5](=[CH:6][C:7]([O:12][CH3:13])=[CH:8][CH:9]=2)[CH:4]=1)=[O:16])[C:18]1[CH:23]=[CH:22][CH:21]=[CH:20][CH:19]=1. (2) Given the reactants Br[C:2]1[CH:7]=[CH:6][CH:5]=[CH:4][N:3]=1.C([Li])CCC.[F:13][C:14]1[CH:19]=[CH:18][C:17]([N:20]2[C:24]3[CH2:25][C@H:26]4[C@:31]([C:33](OC)=[O:34])([CH2:32][C:23]=3[CH:22]=[N:21]2)[CH2:30][N:29]([C:37]([O:39][C:40]([CH3:43])([CH3:42])[CH3:41])=[O:38])[CH2:28][CH2:27]4)=[CH:16][CH:15]=1.O, predict the reaction product. The product is: [F:13][C:14]1[CH:15]=[CH:16][C:17]([N:20]2[C:24]3[CH2:25][C@H:26]4[C@:31]([C:33](=[O:34])[C:2]5[CH:7]=[CH:6][CH:5]=[CH:4][N:3]=5)([CH2:32][C:23]=3[CH:22]=[N:21]2)[CH2:30][N:29]([C:37]([O:39][C:40]([CH3:41])([CH3:43])[CH3:42])=[O:38])[CH2:28][CH2:27]4)=[CH:18][CH:19]=1. (3) Given the reactants C([O:5][C:6](=[O:35])[CH2:7][N:8]1[C:13]2[CH:14]=[C:15]([C:18]([O:20][CH2:21][CH3:22])=[O:19])[CH:16]=[CH:17][C:12]=2[S:11][CH:10]([CH2:23][CH2:24][CH2:25][C:26]2[CH:31]=[CH:30][C:29]([O:32][CH3:33])=[CH:28][CH:27]=2)[C:9]1=[O:34])(C)(C)C.CSC.Cl, predict the reaction product. The product is: [CH2:21]([O:20][C:18]([C:15]1[CH:16]=[CH:17][C:12]2[S:11][CH:10]([CH2:23][CH2:24][CH2:25][C:26]3[CH:27]=[CH:28][C:29]([O:32][CH3:33])=[CH:30][CH:31]=3)[C:9](=[O:34])[N:8]([CH2:7][C:6]([OH:35])=[O:5])[C:13]=2[CH:14]=1)=[O:19])[CH3:22]. (4) Given the reactants [N:1]1([C:6]2[N:11]=[N:10][C:9]([O:12][CH:13]3[CH2:18][CH2:17][CH2:16][NH:15][CH2:14]3)=[CH:8][CH:7]=2)[CH:5]=[CH:4][N:3]=[CH:2]1.Cl[CH2:20][C:21]1[CH:29]=[CH:28][C:24]2[O:25][CH2:26][O:27][C:23]=2[CH:22]=1.C([O-])([O-])=O.[K+].[K+].N[C@H](C(O)=O)CC1C=C2C(C=CC=C2)=CC=1, predict the reaction product. The product is: [N:1]1([C:6]2[N:11]=[N:10][C:9]([O:12][CH:13]3[CH2:18][CH2:17][CH2:16][N:15]([CH2:20][C:21]4[CH:29]=[CH:28][C:24]5[O:25][CH2:26][O:27][C:23]=5[CH:22]=4)[CH2:14]3)=[CH:8][CH:7]=2)[CH:5]=[CH:4][N:3]=[CH:2]1. (5) Given the reactants [Cl:1][C:2]1[CH:7]=[C:6]([O:8][CH2:9][CH:10]2[CH2:15][CH2:14][O:13][CH2:12][CH2:11]2)[CH:5]=[CH:4][C:3]=1[C:16]1[CH:21]=[CH:20][CH:19]=[C:18]([CH2:22][O:23][C:24]2[CH:29]=[CH:28][C:27]([C:30]3([CH2:34][C:35]([O:37]CC)=[O:36])[CH2:33][O:32][CH2:31]3)=[CH:26][CH:25]=2)[CH:17]=1.O.[OH-].[Li+], predict the reaction product. The product is: [Cl:1][C:2]1[CH:7]=[C:6]([O:8][CH2:9][CH:10]2[CH2:11][CH2:12][O:13][CH2:14][CH2:15]2)[CH:5]=[CH:4][C:3]=1[C:16]1[CH:21]=[CH:20][CH:19]=[C:18]([CH2:22][O:23][C:24]2[CH:29]=[CH:28][C:27]([C:30]3([CH2:34][C:35]([OH:37])=[O:36])[CH2:33][O:32][CH2:31]3)=[CH:26][CH:25]=2)[CH:17]=1.